From a dataset of Forward reaction prediction with 1.9M reactions from USPTO patents (1976-2016). Predict the product of the given reaction. (1) Given the reactants [CH2:1]([S:3][C:4]1[N:9]=[CH:8][N:7]=[C:6]([N:10]2[C:14](=[O:15])[C:13]([N:16]3[CH:20]=[CH:19][N:18]=[N:17]3)=[CH:12][NH:11]2)[CH:5]=1)[CH3:2].[ClH:21], predict the reaction product. The product is: [ClH:21].[CH2:1]([S:3][C:4]1[N:9]=[CH:8][N:7]=[C:6]([N:10]2[C:14](=[O:15])[C:13]([N:16]3[CH:20]=[CH:19][N:18]=[N:17]3)=[CH:12][NH:11]2)[CH:5]=1)[CH3:2]. (2) Given the reactants [NH2:1][CH:2]([CH2:6][CH2:7][CH2:8][C:9]1[CH:14]=[CH:13][C:12]([N+:15]([O-:17])=[O:16])=[CH:11][CH:10]=1)[C:3]([OH:5])=[O:4].Cl.[CH3:19]O, predict the reaction product. The product is: [CH3:19][O:4][C:3](=[O:5])[CH:2]([NH2:1])[CH2:6][CH2:7][CH2:8][C:9]1[CH:14]=[CH:13][C:12]([N+:15]([O-:17])=[O:16])=[CH:11][CH:10]=1. (3) Given the reactants [CH:1]1[CH:2]=[CH:3][C:4]2[NH:11][C:9](=[O:10])[CH:8]=[C:7]([CH2:12][CH:13]([NH:17][C:18]([C:20]3[CH:21]=[CH:22][C:23]([Cl:26])=[CH:24][CH:25]=3)=[O:19])[C:14]([OH:16])=[O:15])[C:5]=2[CH:6]=1.[CH3:27][C:28]1[CH:29]=[C:30]([CH:33]=[CH:34][C:35]=1[CH3:36])[CH2:31]Cl, predict the reaction product. The product is: [Cl:26][C:23]1[CH:24]=[CH:25][C:20]([C:18]([NH:17][CH:13]([CH2:12][C:7]2[C:5]3[C:4](=[CH:3][CH:2]=[CH:1][CH:6]=3)[NH:11][C:9](=[O:10])[CH:8]=2)[C:14]([O:16][CH2:31][C:30]2[CH:33]=[CH:34][C:35]([CH3:36])=[C:28]([CH3:27])[CH:29]=2)=[O:15])=[O:19])=[CH:21][CH:22]=1. (4) Given the reactants [F:1][CH:2]([F:20])[O:3][C:4]1[CH:5]=[C:6]2[C:10](=[CH:11][CH:12]=1)[N:9]([CH2:13][CH2:14][CH2:15][N:16]([CH3:18])[CH3:17])[N:8]=[C:7]2I.C([Mg]Cl)(C)C.[CH2:26]([Sn:30]([CH2:36][CH2:37][CH2:38][CH3:39])([CH2:32][CH2:33][CH2:34][CH3:35])Cl)[CH2:27][CH2:28][CH3:29], predict the reaction product. The product is: [F:1][CH:2]([F:20])[O:3][C:4]1[CH:5]=[C:6]2[C:10](=[CH:11][CH:12]=1)[N:9]([CH2:13][CH2:14][CH2:15][N:16]([CH3:18])[CH3:17])[N:8]=[C:7]2[Sn:30]([CH2:32][CH2:33][CH2:34][CH3:35])([CH2:36][CH2:37][CH2:38][CH3:39])[CH2:26][CH2:27][CH2:28][CH3:29]. (5) Given the reactants Br[C:2]1[S:3][C:4]([C:8]2[CH:13]=[CH:12][C:11]([F:14])=[CH:10][CH:9]=2)=[C:5]([CH3:7])[N:6]=1.CC1(C)C(C)(C)OB([C:23]2[CH:24]=[CH:25][C:26]3[CH2:33][C@H:32]4[C@:34]5([CH2:38][N:37]([CH2:39][C:40]([F:43])([F:42])[F:41])[S:36](=[O:45])(=[O:44])[NH:35]5)[C@H:29]([CH2:30][CH2:31]4)[CH2:28][C:27]=3[CH:46]=2)O1, predict the reaction product. The product is: [CH3:7][C:5]1[N:6]=[C:2]([C:23]2[CH:24]=[CH:25][C:26]3[CH2:33][C@H:32]4[C@:34]5([CH2:38][N:37]([CH2:39][C:40]([F:43])([F:42])[F:41])[S:36](=[O:44])(=[O:45])[NH:35]5)[C@H:29]([CH2:30][CH2:31]4)[CH2:28][C:27]=3[CH:46]=2)[S:3][C:4]=1[C:8]1[CH:13]=[CH:12][C:11]([F:14])=[CH:10][CH:9]=1. (6) Given the reactants Br[CH2:2][C:3]#[N:4].C(N(C(C)C)C(C)C)C.[CH3:14][S:15][C:16](=[O:30])[CH2:17][CH2:18][C@H:19]([NH:23][C:24](=[O:29])[CH2:25][CH2:26][CH:27]=[CH2:28])[C:20]([OH:22])=[O:21].[Cl-].[NH4+], predict the reaction product. The product is: [CH3:14][S:15][C:16](=[O:30])[CH2:17][CH2:18][C@H:19]([NH:23][C:24](=[O:29])[CH2:25][CH2:26][CH:27]=[CH2:28])[C:20]([O:22][CH2:2][C:3]#[N:4])=[O:21]. (7) Given the reactants C(OC([NH:8][CH2:9][CH2:10][N:11]1[CH:15]([CH3:16])[C:14]2[CH:17]=[C:18]([C:21]3[C:29]4[C:24](=[CH:25][C:26]([F:30])=[CH:27][CH:28]=4)[N:23](C(OC(C)(C)C)=O)[CH:22]=3)[CH:19]=[CH:20][C:13]=2[S:12]1(=[O:39])=[O:38])=O)(C)(C)C.FC(F)(F)C(O)=O, predict the reaction product. The product is: [NH2:8][CH2:9][CH2:10][N:11]1[CH:15]([CH3:16])[C:14]2[CH:17]=[C:18]([C:21]3[C:29]4[C:24](=[CH:25][C:26]([F:30])=[CH:27][CH:28]=4)[NH:23][CH:22]=3)[CH:19]=[CH:20][C:13]=2[S:12]1(=[O:39])=[O:38].